Dataset: Full USPTO retrosynthesis dataset with 1.9M reactions from patents (1976-2016). Task: Predict the reactants needed to synthesize the given product. (1) Given the product [C:1]([O:4][CH2:5][O:6][C:7]([C:8]1[C:9]2[O:35][B:16]([OH:17])[C@@H:15]([NH:29][C:30](=[O:34])[CH2:31][CH2:32][CH3:33])[CH2:14][C:10]=2[CH:11]=[CH:12][CH:13]=1)=[O:37])(=[O:3])[CH3:2], predict the reactants needed to synthesize it. The reactants are: [C:1]([O:4][CH2:5][O:6][C:7](=[O:37])[C:8]1[CH:13]=[CH:12][CH:11]=[C:10]([CH2:14][CH:15]([NH:29][C:30](=[O:34])[CH2:31][CH2:32][CH3:33])[B:16]2OC3C(C)(C4CC(C3)C4(C)C)[O:17]2)[C:9]=1[O:35]C)(=[O:3])[CH3:2].[Cl-].[Al+3].[Cl-].[Cl-]. (2) Given the product [CH:25]1([CH3:24])[CH2:26][CH2:27][CH:28]([CH:32]([CH3:33])[CH3:34])[CH:29]([OH:31])[CH2:30]1, predict the reactants needed to synthesize it. The reactants are: C(O)[C@H]1O[C@H](O[C@H]2O[C@H](CO)[C@@H](O)[C@H](O)[C@H]2O)[C@H](O)[C@@H](O)[C@@H]1O.[CH3:24][C@H:25]1[CH2:30][C@@H:29]([OH:31])[C@H:28]([CH:32]([CH3:34])[CH3:33])[CH2:27][CH2:26]1. (3) The reactants are: [F:1][C:2]1[CH:7]=[C:6]([F:8])[CH:5]=[CH:4][C:3]=1[C:9]1[S:13]/[C:12](=[N:14]\[C:15]([C:17]23[CH2:26][CH:21]4[CH2:22][CH:23]([CH2:25][CH:19]([CH2:20]4)[CH2:18]2)[CH2:24]3)=[O:16])/[N:11](COCC[Si](C)(C)C)[CH:10]=1. Given the product [F:1][C:2]1[CH:7]=[C:6]([F:8])[CH:5]=[CH:4][C:3]=1[C:9]1[S:13][C:12]([NH:14][C:15]([C:17]23[CH2:26][CH:21]4[CH2:20][CH:19]([CH2:25][CH:23]([CH2:22]4)[CH2:24]2)[CH2:18]3)=[O:16])=[N:11][CH:10]=1, predict the reactants needed to synthesize it. (4) Given the product [CH3:18][O:19][C:20](=[O:29])[C:21]1[CH:26]=[CH:25][C:24]([O:27][CH2:15][C:14]([O:13][C:9]([CH3:12])([CH3:11])[CH3:10])=[O:17])=[C:23]([CH3:28])[CH:22]=1, predict the reactants needed to synthesize it. The reactants are: C(=O)([O-])[O-].[K+].[K+].[I-].[K+].[C:9]([O:13][C:14](=[O:17])[CH2:15]Br)([CH3:12])([CH3:11])[CH3:10].[CH3:18][O:19][C:20](=[O:29])[C:21]1[CH:26]=[CH:25][C:24]([OH:27])=[C:23]([CH3:28])[CH:22]=1. (5) Given the product [CH2:1]([N:3]1[CH2:8][CH2:7][N:6]([CH2:9][C:10]2[CH:15]=[CH:14][C:13]([NH2:16])=[CH:12][C:11]=2[C:19]([F:22])([F:20])[F:21])[CH2:5][CH2:4]1)[CH3:2], predict the reactants needed to synthesize it. The reactants are: [CH2:1]([N:3]1[CH2:8][CH2:7][N:6]([CH2:9][C:10]2[CH:15]=[CH:14][C:13]([N+:16]([O-])=O)=[CH:12][C:11]=2[C:19]([F:22])([F:21])[F:20])[CH2:5][CH2:4]1)[CH3:2]. (6) Given the product [Cl:26][C:27]1[C:28]([C:7]2[CH:12]=[CH:11][C:10]([F:13])=[C:9]([NH:14][CH2:15][CH:16]3[CH2:21][O:20][C:19]([CH3:22])([CH3:23])[CH2:18][O:17]3)[N:8]=2)=[CH:29][C:30]([F:33])=[N:31][CH:32]=1, predict the reactants needed to synthesize it. The reactants are: FC(F)(F)S(O[C:7]1[CH:12]=[CH:11][C:10]([F:13])=[C:9]([NH:14][CH2:15][CH:16]2[CH2:21][O:20][C:19]([CH3:23])([CH3:22])[CH2:18][O:17]2)[N:8]=1)(=O)=O.[Cl:26][C:27]1[C:28](B(O)O)=[CH:29][C:30]([F:33])=[N:31][CH:32]=1.C(=O)([O-])[O-].[Na+].[Na+]. (7) Given the product [CH3:8][C:9]1([CH3:29])[CH2:10][C:11]2([CH2:16][CH2:15][NH:14][CH2:13][CH2:12]2)[C:24](=[O:26])[O:25]1, predict the reactants needed to synthesize it. The reactants are: FC(F)(F)C(O)=O.[CH3:8][C:9](=[CH2:29])[CH2:10][C:11]1([C:24]([O:26]CC)=[O:25])[CH2:16][CH2:15][N:14](C(OC(C)(C)C)=O)[CH2:13][CH2:12]1. (8) Given the product [CH3:27][C:22]1([CH3:28])[C:23]([CH3:26])([CH3:25])[O:24][B:20]([C:9]2[CH:8]=[CH:7][CH:6]=[C:5]3[C:10]=2[CH:11]=[CH:3][NH:4]3)[O:21]1, predict the reactants needed to synthesize it. The reactants are: C([C:3]1[NH:4][C:5]2[C:10]([CH:11]=1)=[C:9](OS(C(F)(F)F)(=O)=O)[CH:8]=[CH:7][CH:6]=2)#N.[B:20]1([B:20]2[O:24][C:23]([CH3:26])([CH3:25])[C:22]([CH3:28])([CH3:27])[O:21]2)[O:24][C:23]([CH3:26])([CH3:25])[C:22]([CH3:28])([CH3:27])[O:21]1.C([O-])(=O)C.[K+]. (9) Given the product [C:1]([C:4]1[C:14]([F:15])=[CH:13][C:7]2[O:8][CH2:9][C:10](=[O:12])[N:11]([CH:23]([CH3:29])[C:24]([O:26][CH2:27][CH3:28])=[O:25])[C:6]=2[CH:5]=1)(=[O:3])[CH3:2], predict the reactants needed to synthesize it. The reactants are: [C:1]([C:4]1[C:14]([F:15])=[CH:13][C:7]2[O:8][CH2:9][C:10](=[O:12])[NH:11][C:6]=2[CH:5]=1)(=[O:3])[CH3:2].C([O-])([O-])=O.[K+].[K+].Br[CH:23]([CH3:29])[C:24]([O:26][CH2:27][CH3:28])=[O:25].